This data is from Full USPTO retrosynthesis dataset with 1.9M reactions from patents (1976-2016). The task is: Predict the reactants needed to synthesize the given product. (1) Given the product [CH:20]([C:10]1[NH:11][C:12]([C:13]2[CH:18]=[CH:17][CH:16]=[C:15]([CH3:19])[N:14]=2)=[C:8]([C:4]2[CH:3]=[C:2]([C:29]3[CH:28]=[CH:27][C:26]([O:25][C:24]([F:23])([F:35])[F:36])=[CH:31][CH:30]=3)[CH:7]=[CH:6][CH:5]=2)[N:9]=1)([CH3:22])[CH3:21], predict the reactants needed to synthesize it. The reactants are: Br[C:2]1[CH:3]=[C:4]([C:8]2[N:9]=[C:10]([CH:20]([CH3:22])[CH3:21])[NH:11][C:12]=2[C:13]2[CH:18]=[CH:17][CH:16]=[C:15]([CH3:19])[N:14]=2)[CH:5]=[CH:6][CH:7]=1.[F:23][C:24]([F:36])([F:35])[O:25][C:26]1[CH:31]=[CH:30][C:29](B(O)O)=[CH:28][CH:27]=1. (2) Given the product [CH:1]1[C:10]2[N:9]3[CH2:11][CH2:12][CH2:13][CH2:14][CH2:15][CH:8]3[CH2:7][N:6]3[CH2:16][CH2:17][NH:18][CH2:22][C:4]([C:5]=23)=[CH:3][CH:2]=1, predict the reactants needed to synthesize it. The reactants are: [CH:1]1[C:10]2[N:9]3[CH2:11][CH2:12][CH2:13][CH2:14][CH2:15][CH:8]3[CH2:7][N:6]([CH2:16][CH2:17][NH2:18])[C:5]=2[CH:4]=[CH:3][CH:2]=1.C=O.F[C:22](F)(F)C(O)=O. (3) The reactants are: [Si:1]([O:18][C@H:19]1[CH2:24][CH2:23][C@@:22]([CH:26]2[CH2:34][CH2:33][C:32]3([CH3:35])[CH:28]([CH2:29][CH2:30][C:31]3([C:37]3[S:38][CH:39]=[CH:40][N:41]=3)[OH:36])[CH:27]2[CH2:42][OH:43])([CH3:25])[C@@H:21]([CH2:44][OH:45])[CH2:20]1)([C:14]([CH3:17])([CH3:16])[CH3:15])([C:8]1[CH:13]=[CH:12][CH:11]=[CH:10][CH:9]=1)[C:2]1[CH:7]=[CH:6][CH:5]=[CH:4][CH:3]=1.[CH3:46][C:47](OC(C)=O)=[O:48]. Given the product [C:47]([O:45][CH2:44][C@H:21]1[CH2:20][C@@H:19]([O:18][Si:1]([C:14]([CH3:17])([CH3:16])[CH3:15])([C:2]2[CH:7]=[CH:6][CH:5]=[CH:4][CH:3]=2)[C:8]2[CH:13]=[CH:12][CH:11]=[CH:10][CH:9]=2)[CH2:24][CH2:23][C@@:22]1([C@H:26]1[CH2:34][CH2:33][C@@:32]2([CH3:35])[C@@H:28]([CH2:29][CH2:30][C@@:31]2([OH:36])[C:37]2[S:38][CH:39]=[CH:40][N:41]=2)[C@@H:27]1[CH2:42][OH:43])[CH3:25])(=[O:48])[CH3:46], predict the reactants needed to synthesize it. (4) Given the product [C:31]([CH:29]([CH:27]([C:26]([OH:35])=[O:34])[OH:28])[OH:30])([OH:33])=[O:32].[CH3:1][N:2]1[CH2:8][CH2:7][CH:6]([O:9][C:10]2[CH:11]=[CH:12][CH:13]=[CH:14][CH:15]=2)[C:5]2[CH:16]=[CH:17][C:18]([C:20]3[N:21]=[N:22][CH:23]=[CH:24][CH:25]=3)=[CH:19][C:4]=2[CH2:3]1, predict the reactants needed to synthesize it. The reactants are: [CH3:1][N:2]1[CH2:8][CH2:7][CH:6]([O:9][C:10]2[CH:15]=[CH:14][CH:13]=[CH:12][CH:11]=2)[C:5]2[CH:16]=[CH:17][C:18]([C:20]3[N:21]=[N:22][CH:23]=[CH:24][CH:25]=3)=[CH:19][C:4]=2[CH2:3]1.[C:26]([OH:35])(=[O:34])[C@@H:27]([C@H:29]([C:31]([OH:33])=[O:32])[OH:30])[OH:28].O. (5) Given the product [CH2:4]([O:11][C:12]1[CH:13]=[CH:14][C:15]([Br:21])=[C:16]([C:18]2[CH2:30][C:26]([CH2:25][C:24]([O:23][CH3:22])=[O:31])([C:27]([OH:29])=[O:28])[O:20][N:19]=2)[CH:17]=1)[C:5]1[CH:6]=[CH:7][CH:8]=[CH:9][CH:10]=1, predict the reactants needed to synthesize it. The reactants are: Cl[O-].[Na+].[CH2:4]([O:11][C:12]1[CH:13]=[CH:14][C:15]([Br:21])=[C:16](/[CH:18]=[N:19]/[OH:20])[CH:17]=1)[C:5]1[CH:10]=[CH:9][CH:8]=[CH:7][CH:6]=1.[CH3:22][O:23][C:24](=[O:31])[CH2:25][C:26](=[CH2:30])[C:27]([OH:29])=[O:28].Cl. (6) Given the product [Br:1][C:2]1[CH:3]=[CH:4][C:5]([N:10]2[CH:14]=[CH:13][CH:12]=[N:11]2)=[C:6]([CH3:8])[CH:7]=1, predict the reactants needed to synthesize it. The reactants are: [Br:1][C:2]1[CH:3]=[CH:4][C:5](I)=[C:6]([CH3:8])[CH:7]=1.[NH:10]1[CH:14]=[CH:13][CH:12]=[N:11]1.N1C=CC=CC=1C=C1CC[C@H](N)[C@@H](N)C1=CC1C=CC=CN=1.C(=O)([O-])[O-].[Cs+].[Cs+]. (7) The reactants are: C(NC(C)C)(C)C.C([Li])CCC.[C:13](#[N:15])[CH3:14].[CH3:16][C:17]1([CH3:24])[CH2:22][CH2:21][CH2:20][O:19][C:18]1=[O:23]. Given the product [OH:19][CH2:20][CH2:21][CH2:22][C:17]([CH3:24])([CH3:16])[C:18](=[O:23])[CH2:14][C:13]#[N:15], predict the reactants needed to synthesize it.